Dataset: Forward reaction prediction with 1.9M reactions from USPTO patents (1976-2016). Task: Predict the product of the given reaction. Given the reactants [O:1]=[C:2]1[C:6]2[CH:7]=[CH:8][C:9]([O:25][CH2:26][CH2:27][O:28][C:29]3[CH:34]=[CH:33][CH:32]=[CH:31][CH:30]=3)=[C:10]([CH2:11][N:12]3[CH2:17][CH2:16][N:15]([C:18]([O:20][C:21]([CH3:24])([CH3:23])[CH3:22])=[O:19])[CH2:14][CH2:13]3)[C:5]=2[O:4][CH2:3]1.[NH:35]1[C:43]2[C:38](=[CH:39][CH:40]=[CH:41][CH:42]=2)[C:37]([CH:44]=O)=[N:36]1.N1CCCCC1, predict the reaction product. The product is: [NH:35]1[C:43]2[C:38](=[CH:39][CH:40]=[CH:41][CH:42]=2)[C:37](/[CH:44]=[C:3]2\[O:4][C:5]3[C:10]([CH2:11][N:12]4[CH2:17][CH2:16][N:15]([C:18]([O:20][C:21]([CH3:24])([CH3:23])[CH3:22])=[O:19])[CH2:14][CH2:13]4)=[C:9]([O:25][CH2:26][CH2:27][O:28][C:29]4[CH:30]=[CH:31][CH:32]=[CH:33][CH:34]=4)[CH:8]=[CH:7][C:6]=3[C:2]\2=[O:1])=[N:36]1.